Dataset: Reaction yield outcomes from USPTO patents with 853,638 reactions. Task: Predict the reaction yield, written as a fraction of the theoretical maximum amount of product (1.0 means a 100% yield; for example, 0.34 means a 34% yield). (1) The reactants are [F:1][C:2]1[CH:3]=[C:4]([OH:9])[CH:5]=[CH:6][C:7]=1[F:8].F[C:11]1[CH:16]=[CH:15][CH:14]=[CH:13][C:12]=1[N+:17]([O-:19])=[O:18].[F:20][C:21]1[CH:22]=[C:23]([CH:32]=[CH:33][C:34]=1[F:35])[O:24][C:25]1[CH:31]=[CH:30][CH:29]=[CH:28][C:26]=1[NH2:27].[NH2:36][C:37]1[S:38][CH:39]=[CH:40][N:41]=1. The product is [F:1][C:2]1[CH:3]=[C:4]([CH:5]=[CH:6][C:7]=1[F:8])[O:9][C:11]1[CH:16]=[CH:15][CH:14]=[CH:13][C:12]=1[N+:17]([O-:19])=[O:18].[F:20][C:21]1[CH:22]=[C:23]([CH:32]=[CH:33][C:34]=1[F:35])[O:24][C:25]1[CH:31]=[CH:30][CH:29]=[CH:28][C:26]=1[NH:27][C:4]([NH:36][C:37]1[S:38][CH:39]=[CH:40][N:41]=1)=[O:9]. No catalyst specified. The yield is 0.600. (2) The reactants are [C:1]([SiH2:5][O:6][C:7]([CH3:27])([CH3:26])[C:8]12[O:15][C:12]([C:16]([CH3:24])([CH3:23])[O:17][SiH2:18][C:19]([CH3:22])([CH3:21])[CH3:20])([CH:13]=[CH:14]1)[CH2:11][C:10](=[O:25])[CH2:9]2)([CH3:4])([CH3:3])[CH3:2]. The catalyst is CO.[Pd]. The product is [C:1]([SiH2:5][O:6][C:7]([CH3:27])([CH3:26])[C:8]12[O:15][C:12]([C:16]([CH3:24])([CH3:23])[O:17][SiH2:18][C:19]([CH3:22])([CH3:21])[CH3:20])([CH2:13][CH2:14]1)[CH2:11][C:10](=[O:25])[CH2:9]2)([CH3:4])([CH3:3])[CH3:2]. The yield is 1.00. (3) The reactants are [NH2:1][C:2]1[CH:7]=[CH:6][CH:5]=[C:4]([CH3:8])[N:3]=1.[N+:9]([C:11]1[CH:20]=[CH:19][C:14]2[O:15][CH2:16][CH2:17][O:18][C:13]=2[CH:12]=1)#[C-:10].[F:21][C:22]1[CH:23]=[C:24]([CH:27]=[C:28]([F:32])[C:29]=1[CH:30]=O)[C:25]#[N:26]. The catalyst is O1CCOCC1.[Cl-].[Zn+2].[Cl-]. The product is [O:15]1[CH2:16][CH2:17][O:18][C:13]2[CH:12]=[C:11]([NH:9][C:10]3[N:3]4[C:4]([CH3:8])=[CH:5][CH:6]=[CH:7][C:2]4=[N:1][C:30]=3[C:29]3[C:28]([F:32])=[CH:27][C:24]([C:25]#[N:26])=[CH:23][C:22]=3[F:21])[CH:20]=[CH:19][C:14]1=2. The yield is 0.0200. (4) The reactants are [ClH:1].OC1C=C2C(=CC=1)C(OC1C=CC(OCCN3CCCCC3)=CC=1)=C(C1C=C(C=CC=1)C#N)C=C2.Cl.[CH3:38][O:39][C:40](=[O:75])[C:41]1[CH:46]=[CH:45][C:44]([C:47]2[CH:56]=[CH:55][C:54]3[C:49](=[CH:50][CH:51]=[C:52]([O:57]C)[CH:53]=3)[C:48]=2[O:59][C:60]2[CH:65]=[CH:64][C:63]([O:66][CH2:67][CH2:68][N:69]3[CH2:74][CH2:73][CH2:72][CH2:71][CH2:70]3)=[CH:62][CH:61]=2)=[CH:43][CH:42]=1. The yield is 0.250. No catalyst specified. The product is [ClH:1].[CH3:38][O:39][C:40](=[O:75])[C:41]1[CH:46]=[CH:45][C:44]([C:47]2[CH:56]=[CH:55][C:54]3[C:49](=[CH:50][CH:51]=[C:52]([OH:57])[CH:53]=3)[C:48]=2[O:59][C:60]2[CH:65]=[CH:64][C:63]([O:66][CH2:67][CH2:68][N:69]3[CH2:70][CH2:71][CH2:72][CH2:73][CH2:74]3)=[CH:62][CH:61]=2)=[CH:43][CH:42]=1. (5) The reactants are [OH:1][N:2]1[C:6](=[O:7])[C:5]2=[CH:8][CH:9]=[CH:10][CH:11]=[C:4]2[C:3]1=[O:12].C1(P(C2C=CC=CC=2)C2C=CC=CC=2)C=CC=CC=1.[NH2:32][C:33]1[CH:34]=[C:35]([CH:38]=[CH:39][C:40]=1[O:41][CH2:42][CH2:43]O)[C:36]#[N:37].N(C(OCC)=O)=NC(OCC)=O. The catalyst is O1CCCC1. The product is [NH2:32][C:33]1[CH:34]=[C:35]([CH:38]=[CH:39][C:40]=1[O:41][CH2:42][CH2:43][O:1][N:2]1[C:3](=[O:12])[C:4]2[C:5](=[CH:8][CH:9]=[CH:10][CH:11]=2)[C:6]1=[O:7])[C:36]#[N:37]. The yield is 0.740. (6) The reactants are [C:1]([C:5]1[CH:13]=[CH:12][C:8]([C:9](Cl)=[O:10])=[CH:7][CH:6]=1)([CH3:4])([CH3:3])[CH3:2].[CH2:14]([NH2:16])[CH3:15]. No catalyst specified. The product is [C:1]([C:5]1[CH:13]=[CH:12][C:8]([C:9]([NH:16][CH2:14][CH3:15])=[O:10])=[CH:7][CH:6]=1)([CH3:4])([CH3:3])[CH3:2]. The yield is 0.970.